Dataset: Peptide-MHC class II binding affinity with 134,281 pairs from IEDB. Task: Regression. Given a peptide amino acid sequence and an MHC pseudo amino acid sequence, predict their binding affinity value. This is MHC class II binding data. (1) The peptide sequence is GEPIRFLLSYGEKDF. The MHC is DRB1_0101 with pseudo-sequence DRB1_0101. The binding affinity (normalized) is 0.591. (2) The binding affinity (normalized) is 0. The MHC is HLA-DPA10103-DPB10401 with pseudo-sequence HLA-DPA10103-DPB10401. The peptide sequence is AAGDGNIVAVDIKPK. (3) The peptide sequence is LTTSQTLLFNILGGWVAAQL. The MHC is DRB1_1501 with pseudo-sequence DRB1_1501. The binding affinity (normalized) is 0.736. (4) The peptide sequence is VDGIIAAYQNPASWK. The MHC is DRB1_0301 with pseudo-sequence DRB1_0301. The binding affinity (normalized) is 0.364. (5) The peptide sequence is VGVYRAVTPQGRPDA. The MHC is DRB1_0401 with pseudo-sequence DRB1_0401. The binding affinity (normalized) is 0.941. (6) The peptide sequence is SDYVYEPFPKRVWEQ. The MHC is HLA-DPA10301-DPB10402 with pseudo-sequence HLA-DPA10301-DPB10402. The binding affinity (normalized) is 0.439.